The task is: Predict the reaction yield, written as a fraction of the theoretical maximum amount of product (1.0 means a 100% yield; for example, 0.34 means a 34% yield).. This data is from Reaction yield outcomes from USPTO patents with 853,638 reactions. (1) The reactants are [I:1][C:2]1[CH:7]=[CH:6][C:5]([NH:8][NH2:9])=[CH:4][CH:3]=1.[C:10]1(=O)[O:15][C:13](=[O:14])[C:12]2=[CH:16][CH:17]=[CH:18][CH:19]=[C:11]12.O. The catalyst is CC(O)=O. The product is [OH:15][C:10]1[C:11]2[C:12](=[CH:16][CH:17]=[CH:18][CH:19]=2)[C:13](=[O:14])[N:8]([C:5]2[CH:6]=[CH:7][C:2]([I:1])=[CH:3][CH:4]=2)[N:9]=1. The yield is 0.0800. (2) The reactants are [F:1][C:2]1[CH:7]=[CH:6][C:5]([C:8]2[C:16]3[C:11](=[CH:12][CH:13]=[C:14]([NH2:17])[CH:15]=3)[N:10](OCCOC)[N:9]=2)=[CH:4][CH:3]=1.[F:23][C:24]1[CH:29]=[CH:28][C:27]([N:30]=[C:31]=[O:32])=[CH:26][CH:25]=1. The catalyst is O1CCOCC1. The product is [F:1][C:2]1[CH:3]=[CH:4][C:5]([C:8]2[C:16]3[C:11](=[CH:12][CH:13]=[C:14]([NH:17][C:31]([NH:30][C:27]4[CH:28]=[CH:29][C:24]([F:23])=[CH:25][CH:26]=4)=[O:32])[CH:15]=3)[NH:10][N:9]=2)=[CH:6][CH:7]=1. The yield is 0.190.